From a dataset of Experimentally validated miRNA-target interactions with 360,000+ pairs, plus equal number of negative samples. Binary Classification. Given a miRNA mature sequence and a target amino acid sequence, predict their likelihood of interaction. (1) The miRNA is hsa-miR-4638-5p with sequence ACUCGGCUGCGGUGGACAAGU. The protein sequence of the target gene is MIALFNKLLDWFKALFWKEEMELTLVGLQYSGKTTFVNVIASGQFNEDMIPTVGFNMRKITKGNVTIKLWDIGGQPRFRSMWERYCRGVSAIVYMVDAADQEKIEASKNELHNLLDKPQLQGIPVLVLGNKRDLAGALDEKELIEKMNLSAIQDREICCYSISCKEKDNIDITLQWLIQHSKSRRS. Result: 0 (no interaction). (2) The miRNA is hsa-miR-135a-3p with sequence UAUAGGGAUUGGAGCCGUGGCG. The protein sequence of the target gene is MAGCPVLRVPTLFLILLLFPELHTAGTLASGSSARNLPETHSHLPSSALWVSQASHHGRRGLGKKDRGPGRPSRAQEGAVVTATKQASQMTLGQPPAGLLQNKELLLGLTLPYPEKEARSPAWERVKKRGREHKRRRDRLRLHRGRAAIRGPSSLMKKVEPSEDRMLEGTMEESSTSLAPTMFFLTMTDGATPTTEESRILPVTSLRPQTQPRSDGEVMPTLDMALFDWTDYEDLKPEVWPSAKKKEKHWSHFTSDGNETSPAEGDPCDHHQDCLPGTCCDLREHLCTPHNRGLNNKCFD.... Result: 0 (no interaction). (3) The miRNA is hsa-miR-3940-3p with sequence CAGCCCGGAUCCCAGCCCACUU. The protein sequence of the target gene is MAQKPLSTAAAERMNLVGQDEIWKYRLKAESEARQNWPQNWGFLTTPFEELIKCEEDLPTPKPKIELPERFRIRPVTPVEKYIKVFPSPPVPQTTQGFIGWRSAVPGLNKCLELDDAIRSCKGAFARELCWPKQGVH. Result: 0 (no interaction). (4) The miRNA is hsa-miR-4667-3p with sequence UCCCUCCUUCUGUCCCCACAG. The protein sequence of the target gene is MQKAGAGGRRASDCGLAPHRPRCITKFAQYVGSFPVDDLDTQESVWLVQQQLWALKDCPRRRAVILKFSLQGLKIYSGEGEVLLMAHALRRILYSTWCPADCQFAFMARNPRSPASKLFCHLFVGSQPGEVQILHLLLCRSFQLAYLLQHPEERAQPEPCPGPTGEVPLKPLSSSGGLVREPFGRDQLSQNVHALVSFRRLPAEGLVGSGKELPESEGRARHARLGNPYCSPTLVRKKAIRSKVIRSGAYRGCTYETQLQLSAREAFPAAWEAWPRGPGGHSCLVESEGSLTENIWAFAG.... Result: 1 (interaction). (5) The miRNA is mmu-miR-433-3p with sequence AUCAUGAUGGGCUCCUCGGUGU. The protein sequence of the target gene is MAGDRLPRKVMDAKKLASLLRGGPGGPLVIDSRSFVEYNSCHVLSSVNICCSKLVKRRLQQGKVTIAELIQPATRSQVDATEPQDVVVYDQSTRDASVLAADSFLSILLSKLDGCFDSVAILTGGFATFSSCFPGLCEGKPATLPSMSLSQPCLPVPSVGLTRILPHLYLGSQKDVLNKDLMTQNGISYVLNASNSCPKPDFICESRFMRIPINDNYCEKLLPWLDKSIEFIDKAKLSSCQVIVHCLAGISRSATIAIAYIMKTMGMSSDDAYRFVKDRRPSISPNFNFLGQLLEYERSL.... Result: 0 (no interaction). (6) The miRNA is hsa-miR-505-3p with sequence CGUCAACACUUGCUGGUUUCCU. The protein sequence of the target gene is MSALTRLASFARVGGRLFRSGCARTAGDGGVRHAGGGVHIEPRYRQFPQLTRSQVFQSEFFSGLMWFWILWRFWHDSEEVLGHFPYPDPSQWTDEELGIPPDDED. Result: 0 (no interaction).